Task: Predict the product of the given reaction.. Dataset: Forward reaction prediction with 1.9M reactions from USPTO patents (1976-2016) (1) Given the reactants [CH:1]([NH:4][CH2:5][CH2:6][NH2:7])([CH3:3])[CH3:2].C(N(CC)CC)C.[N+:15]([C:18]1[CH:23]=[CH:22][CH:21]=[CH:20][C:19]=1[S:24](Cl)(=[O:26])=[O:25])([O-:17])=[O:16].[C:28]([O:32][C:33](O[C:33]([O:32][C:28]([CH3:31])([CH3:30])[CH3:29])=[O:34])=[O:34])([CH3:31])([CH3:30])[CH3:29], predict the reaction product. The product is: [CH:1]([N:4]([CH2:5][CH2:6][NH:7][S:24]([C:19]1[CH:20]=[CH:21][CH:22]=[CH:23][C:18]=1[N+:15]([O-:17])=[O:16])(=[O:26])=[O:25])[C:33](=[O:34])[O:32][C:28]([CH3:31])([CH3:30])[CH3:29])([CH3:3])[CH3:2]. (2) Given the reactants [S:1]1[CH:5]=[C:4](B(O)O)[C:3]2[CH:9]=[CH:10][CH:11]=[CH:12][C:2]1=2.[CH3:13][NH:14][C:15]1[CH:20]=[CH:19][CH:18]=[CH:17][CH:16]=1.O.O=[CH:23][C:24]([OH:26])=[O:25], predict the reaction product. The product is: [S:1]1[CH:5]=[C:4]([CH:23]([N:14]([CH3:13])[C:15]2[CH:20]=[CH:19][CH:18]=[CH:17][CH:16]=2)[C:24]([OH:26])=[O:25])[C:3]2[CH:9]=[CH:10][CH:11]=[CH:12][C:2]1=2. (3) Given the reactants [NH2:1][C:2]1[C:10]2[C:9]([CH3:11])=[C:8]([CH3:12])[N:7]=[N:6][C:5]=2[S:4][C:3]=1[C:13]([OH:15])=O.CCN(C(C)C)C(C)C.CN(C(ON1N=NC2C=CC=NC1=2)=[N+](C)C)C.F[P-](F)(F)(F)(F)F.[F:49][CH2:50][S:51]([C:54]1[CH:59]=[CH:58][C:57]([CH2:60][NH2:61])=[CH:56][CH:55]=1)(=[O:53])=[O:52], predict the reaction product. The product is: [NH2:1][C:2]1[C:10]2[C:9]([CH3:11])=[C:8]([CH3:12])[N:7]=[N:6][C:5]=2[S:4][C:3]=1[C:13]([NH:61][CH2:60][C:57]1[CH:56]=[CH:55][C:54]([S:51]([CH2:50][F:49])(=[O:53])=[O:52])=[CH:59][CH:58]=1)=[O:15]. (4) Given the reactants CC1(C)C(C)(C)OB([C:9]2[CH:10]=[C:11]3[CH:17]=[CH:16][NH:15][C:12]3=[N:13][CH:14]=2)O1.Br[C:20]1[C:21]([F:37])=[C:22]([C:30]([C:33]([CH3:36])([CH3:35])[CH3:34])=[CH:31][CH:32]=1)[O:23][C:24]1[N:29]=[CH:28][CH:27]=[CH:26][N:25]=1, predict the reaction product. The product is: [C:33]([C:30]1[CH:31]=[CH:32][C:20]([C:9]2[CH:10]=[C:11]3[CH:17]=[CH:16][NH:15][C:12]3=[N:13][CH:14]=2)=[C:21]([F:37])[C:22]=1[O:23][C:24]1[N:25]=[CH:26][CH:27]=[CH:28][N:29]=1)([CH3:36])([CH3:34])[CH3:35]. (5) Given the reactants [F:1][C:2]1[CH:15]=[CH:14][C:5]([C:6]([C:8]2[CH:13]=[CH:12][CH:11]=[CH:10][CH:9]=2)=[O:7])=[C:4](O)[CH:3]=1.[CH2:17]([O:21]S(C1C=CC(C)=CC=1)(=O)=O)[CH2:18][C:19]#[CH:20], predict the reaction product. The product is: [CH2:17]([O:21][C:11]1[CH:12]=[CH:13][C:8]([C:6]([C:5]2[CH:14]=[CH:15][C:2]([F:1])=[CH:3][CH:4]=2)=[O:7])=[CH:9][CH:10]=1)[CH2:18][C:19]#[CH:20]. (6) Given the reactants Cl[C:2]1[NH:3][C:4](=[O:13])[C:5]2[C:10]([CH:11]=1)=[C:9]([CH3:12])[CH:8]=[CH:7][CH:6]=2.[OH:14][CH2:15][C@@H:16]1[CH2:21][NH:20][CH2:19][CH2:18][NH:17]1, predict the reaction product. The product is: [OH:14][CH2:15][C@H:16]1[NH:17][CH2:18][CH2:19][N:20]([C:2]2[NH:3][C:4](=[O:13])[C:5]3[C:10]([CH:11]=2)=[C:9]([CH3:12])[CH:8]=[CH:7][CH:6]=3)[CH2:21]1.